Dataset: CYP2D6 inhibition data for predicting drug metabolism from PubChem BioAssay. Task: Regression/Classification. Given a drug SMILES string, predict its absorption, distribution, metabolism, or excretion properties. Task type varies by dataset: regression for continuous measurements (e.g., permeability, clearance, half-life) or binary classification for categorical outcomes (e.g., BBB penetration, CYP inhibition). Dataset: cyp2d6_veith. (1) The molecule is O=S(=O)(NCc1cc(-c2ccccc2Cl)no1)c1ccc(Cl)cc1. The result is 1 (inhibitor). (2) The compound is COc1cccc2c1C(=O)c1c(O)c3c(c(O)c1C2=O)C[C@](O)(C(=O)CO)C[C@H]3O[C@@H]1C[C@H](N)[C@H](O)[C@H](C)O1. The result is 0 (non-inhibitor). (3) The compound is c1cc2c3c(c1)c1c(n3CCNC2)CCCC1. The result is 1 (inhibitor). (4) The drug is Cc1ccc(S(=O)(=O)N2CCN(C(=O)CN3CCN(C)CC3)C2)cc1. The result is 0 (non-inhibitor). (5) The compound is O=C(Nc1ccccc1)N1CCC2(CC1)CCN(C(=O)c1csnn1)CC2. The result is 0 (non-inhibitor). (6) The drug is Cn1cc(-c2nc3cnc(Oc4ccccc4)nc3n(Cc3cccs3)c2=O)c2ccccc21. The result is 0 (non-inhibitor). (7) The drug is O=C(Oc1ccccc1)N1CCC2(CCCN(c3cccc(-c4ccccc4)c3)C2)CC1. The result is 0 (non-inhibitor).